Dataset: Forward reaction prediction with 1.9M reactions from USPTO patents (1976-2016). Task: Predict the product of the given reaction. (1) Given the reactants [OH:1][C:2]([CH3:41])([CH3:40])[CH2:3][CH2:4][O:5][C:6]1[CH:11]=[CH:10][C:9]([C:12]2[C:16]3[CH:17]=[C:18]([CH2:21][O:22][C:23]4[N:28]=[CH:27][C:26]([CH:29]([C:36]#[C:37][CH3:38])[CH2:30][C:31]([O:33]CC)=[O:32])=[CH:25][CH:24]=4)[CH:19]=[CH:20][C:15]=3[S:14][CH:13]=2)=[C:8]([CH3:39])[CH:7]=1.[Li+].[OH-].Cl, predict the reaction product. The product is: [OH:1][C:2]([CH3:41])([CH3:40])[CH2:3][CH2:4][O:5][C:6]1[CH:11]=[CH:10][C:9]([C:12]2[C:16]3[CH:17]=[C:18]([CH2:21][O:22][C:23]4[N:28]=[CH:27][C:26]([CH:29]([C:36]#[C:37][CH3:38])[CH2:30][C:31]([OH:33])=[O:32])=[CH:25][CH:24]=4)[CH:19]=[CH:20][C:15]=3[S:14][CH:13]=2)=[C:8]([CH3:39])[CH:7]=1. (2) Given the reactants [Br:1]N1C(C)(C)C(=O)N(Br)C1=O.[CH3:12][C:13]1[C:21]([N+:22]([O-:24])=[O:23])=[CH:20][CH:19]=[CH:18][C:14]=1[C:15]([OH:17])=[O:16], predict the reaction product. The product is: [Br:1][C:19]1[CH:20]=[C:21]([N+:22]([O-:24])=[O:23])[C:13]([CH3:12])=[C:14]([CH:18]=1)[C:15]([OH:17])=[O:16]. (3) Given the reactants C(N([C@H](C1CC1)C)C(=O)CN1C(=O)[C@:14]2([C:22]3[C:17](=[CH:18][C:19]([Br:23])=[CH:20][CH:21]=3)[CH2:16][CH2:15]2)[NH:13][C:12]1=[O:26])C1C=CC=CC=1.CCN(CC)CC.ClC(Cl)(O[C:44](=[O:50])[O:45][C:46](Cl)(Cl)Cl)Cl, predict the reaction product. The product is: [Br:23][C:19]1[CH:18]=[C:17]2[C:22](=[CH:21][CH:20]=1)[C@:14]([N:13]=[C:12]=[O:26])([C:44]([O:45][CH3:46])=[O:50])[CH2:15][CH2:16]2. (4) The product is: [CH3:1][C:2]1[O:6][C:5]([C:7]2[CH:8]=[CH:9][CH:10]=[CH:11][CH:12]=2)=[N:4][C:3]=1[CH2:13][O:14][C:15]1[CH:30]=[CH:29][C:18]([O:19][CH2:20][C:21]2[C:26]([CH2:27][C:31]#[N:33])=[CH:25][CH:24]=[CH:23][N:22]=2)=[CH:17][CH:16]=1. Given the reactants [CH3:1][C:2]1[O:6][C:5]([C:7]2[CH:12]=[CH:11][CH:10]=[CH:9][CH:8]=2)=[N:4][C:3]=1[CH2:13][O:14][C:15]1[CH:30]=[CH:29][C:18]([O:19][CH2:20][C:21]2[C:26]([CH2:27]O)=[CH:25][CH:24]=[CH:23][N:22]=2)=[CH:17][CH:16]=1.[CH2:31]([N:33](CC)CC)C.CS(Cl)(=O)=O.[C-]#N.[Na+], predict the reaction product. (5) Given the reactants [N:1]1[CH:6]=[CH:5][CH:4]=[C:3]([O:7][C:8]2[CH:17]=[CH:16][C:11]([C:12](OC)=[O:13])=[CH:10][CH:9]=2)[CH:2]=1.[NH2:18][NH2:19], predict the reaction product. The product is: [N:1]1[CH:6]=[CH:5][CH:4]=[C:3]([O:7][C:8]2[CH:17]=[CH:16][C:11]([C:12]([NH:18][NH2:19])=[O:13])=[CH:10][CH:9]=2)[CH:2]=1. (6) Given the reactants [F:1][C:2]1[CH:7]=[CH:6][CH:5]=[CH:4][C:3]=1[C@H:8]([NH2:10])[CH3:9].O=[CH:12][CH2:13][CH2:14][C:15]([O:17][CH3:18])=[O:16].[BH-](OC(C)=O)(OC(C)=O)OC(C)=O.[Na+].CC(O)C, predict the reaction product. The product is: [F:1][C:2]1[CH:7]=[CH:6][CH:5]=[CH:4][C:3]=1[C@H:8]([NH:10][CH2:12][CH2:13][CH2:14][C:15]([O:17][CH3:18])=[O:16])[CH3:9].